This data is from Full USPTO retrosynthesis dataset with 1.9M reactions from patents (1976-2016). The task is: Predict the reactants needed to synthesize the given product. The reactants are: ClC1C=C(Cl)C=CC=1C1C(N2C=CN=C2)=CN=C(CCN)N=1.Cl[C:24]1[CH:29]=[CH:28][C:27]([N+:30]([O-:32])=[O:31])=[C:26]([NH2:33])[N:25]=1.[Cl:34][C:35]1[CH:40]=[C:39]([Cl:41])[CH:38]=[CH:37][C:36]=1[C:42]1[C:47]([C:48]2[NH:49][CH:50]=[CH:51][N:52]=2)=[CH:46][N:45]=[C:44]([NH:53][CH2:54][CH2:55][NH:56]C2C=CC([N+]([O-])=O)=C(OC)N=2)[N:43]=1. Given the product [NH2:33][C:26]1[N:25]=[C:24]([NH:56][CH2:55][CH2:54][NH:53][C:44]2[N:43]=[C:42]([C:36]3[CH:37]=[CH:38][C:39]([Cl:41])=[CH:40][C:35]=3[Cl:34])[C:47]([C:48]3[NH:52][CH:51]=[CH:50][N:49]=3)=[CH:46][N:45]=2)[CH:29]=[CH:28][C:27]=1[N+:30]([O-:32])=[O:31], predict the reactants needed to synthesize it.